This data is from Forward reaction prediction with 1.9M reactions from USPTO patents (1976-2016). The task is: Predict the product of the given reaction. (1) Given the reactants C(P(C(C)(C)C)C1C(C)=C(C)C(C)C(C)(C(C)C)C=1C1C=CC(C(C)C)=CC=1C(C)C)(C)(C)C.Cl[C:36]1[C:41]([CH:42]2[CH2:44][CH2:43]2)=[CH:40][CH:39]=[CH:38][N:37]=1.[OH:45][C:46]1[CH:51]=[CH:50][C:49]([C:52]2[N:57]([CH3:58])[C:56](=[O:59])[N:55]([CH2:60][O:61][CH2:62][CH2:63][Si:64]([CH3:67])([CH3:66])[CH3:65])[C:54](=[O:68])[C:53]=2[CH3:69])=[C:48]([CH3:70])[CH:47]=1.C(=O)([O-])[O-].[Cs+].[Cs+], predict the reaction product. The product is: [CH:42]1([C:41]2[C:36]([O:45][C:46]3[CH:51]=[CH:50][C:49]([C:52]4[N:57]([CH3:58])[C:56](=[O:59])[N:55]([CH2:60][O:61][CH2:62][CH2:63][Si:64]([CH3:67])([CH3:66])[CH3:65])[C:54](=[O:68])[C:53]=4[CH3:69])=[C:48]([CH3:70])[CH:47]=3)=[N:37][CH:38]=[CH:39][CH:40]=2)[CH2:44][CH2:43]1. (2) Given the reactants [C:1]([C:5]1[N:10]=[C:9]([NH:11][C:12]2[CH:17]=[C:16]([Cl:18])[N:15]=[N:14][C:13]=2[C:19]([O:21]CC)=O)[CH:8]=[CH:7][CH:6]=1)([CH3:4])([CH3:3])[CH3:2].[NH3:24], predict the reaction product. The product is: [C:1]([C:5]1[N:10]=[C:9]([NH:11][C:12]2[CH:17]=[C:16]([Cl:18])[N:15]=[N:14][C:13]=2[C:19]([NH2:24])=[O:21])[CH:8]=[CH:7][CH:6]=1)([CH3:2])([CH3:3])[CH3:4]. (3) Given the reactants [CH:1]([NH:4][C:5]([C:7]1[C:11]([N+:12]([O-])=O)=[CH:10][NH:9][N:8]=1)=[O:6])([CH3:3])[CH3:2], predict the reaction product. The product is: [NH2:12][C:11]1[C:7]([C:5]([NH:4][CH:1]([CH3:3])[CH3:2])=[O:6])=[N:8][NH:9][CH:10]=1. (4) Given the reactants Cl[C:2]1[N:3]=[CH:4][CH:5]=[C:6]2[C:11]=1[N:10]=[C:9]([CH3:12])[CH:8]=[CH:7]2.[NH2:13][C:14]1[S:15][CH:16]=[C:17]([CH3:19])[N:18]=1, predict the reaction product. The product is: [CH3:12][C:9]1[CH:8]=[CH:7][C:6]2[C:11](=[C:2]([NH:13][C:14]3[S:15][CH:16]=[C:17]([CH3:19])[N:18]=3)[N:3]=[CH:4][CH:5]=2)[N:10]=1. (5) Given the reactants Cl[C:2]1[N:11]=[CH:10][C:9]2[N:8]([CH2:12][C:13]3[CH:18]=[CH:17][C:16]([S:19]([CH3:22])(=[O:21])=[O:20])=[CH:15][CH:14]=3)[CH2:7][CH:6]3[CH2:23][O:24][CH2:25][CH2:26][N:5]3[C:4]=2[N:3]=1.CC1(C)C(C)(C)OB([C:35]2[CH:43]=[CH:42][CH:41]=[C:40]3[C:36]=2[CH:37]=[N:38][N:39]3C(=O)C)O1, predict the reaction product. The product is: [NH:39]1[C:40]2[C:36](=[C:35]([C:2]3[N:11]=[CH:10][C:9]4[N:8]([CH2:12][C:13]5[CH:18]=[CH:17][C:16]([S:19]([CH3:22])(=[O:21])=[O:20])=[CH:15][CH:14]=5)[CH2:7][CH:6]5[CH2:23][O:24][CH2:25][CH2:26][N:5]5[C:4]=4[N:3]=3)[CH:43]=[CH:42][CH:41]=2)[CH:37]=[N:38]1. (6) Given the reactants [Cl:1][C:2]1[CH:3]=[C:4]([C@H:9]([NH:13]C(=O)OC(C)(C)C)[CH2:10][C:11]#[N:12])[CH:5]=[CH:6][C:7]=1[F:8].Cl, predict the reaction product. The product is: [ClH:1].[NH2:13][C@@H:9]([C:4]1[CH:5]=[CH:6][C:7]([F:8])=[C:2]([Cl:1])[CH:3]=1)[CH2:10][C:11]#[N:12]. (7) Given the reactants C([O:3][C:4](=[O:33])[CH2:5][O:6][C:7]1[CH:8]=[CH:9][C:10]2[CH2:16][CH2:15][CH2:14][CH:13]([N:17]([CH2:25][C:26]3[CH:31]=[CH:30][CH:29]=[CH:28][CH:27]=3)[C:18]([O:20][C:21]([CH3:24])([CH3:23])[CH3:22])=[O:19])[CH2:12][C:11]=2[CH:32]=1)C.[OH-].[Na+], predict the reaction product. The product is: [CH2:25]([N:17]([CH:13]1[CH2:12][C:11]2[CH:32]=[C:7]([O:6][CH2:5][C:4]([OH:33])=[O:3])[CH:8]=[CH:9][C:10]=2[CH2:16][CH2:15][CH2:14]1)[C:18]([O:20][C:21]([CH3:24])([CH3:23])[CH3:22])=[O:19])[C:26]1[CH:31]=[CH:30][CH:29]=[CH:28][CH:27]=1. (8) Given the reactants [CH2:1]([C@@H:8]([CH2:12][CH2:13][C@H:14]([CH2:34][C:35]1[CH:40]=[CH:39][CH:38]=[CH:37][CH:36]=1)[C:15]([NH:17][C@H:18]1[CH2:24][CH2:23][S:22][C@H:21]2[CH2:25][CH2:26][CH2:27][C@@H:28]([C:29]([O:31][CH3:32])=[O:30])[N:20]2[C:19]1=[O:33])=[O:16])[C:9](O)=[O:10])[C:2]1[CH:7]=[CH:6][CH:5]=[CH:4][CH:3]=1.[NH2:41][C@H:42]1[CH2:48][CH2:47][CH2:46][CH2:45][N:44]([CH2:49][CH2:50][C:51]([O:53][CH3:54])=[O:52])[C:43]1=[O:55], predict the reaction product. The product is: [CH2:34]([C@@H:14]([CH2:13][CH2:12][C@H:8]([CH2:1][C:2]1[CH:3]=[CH:4][CH:5]=[CH:6][CH:7]=1)[C:9]([NH:41][C@H:42]1[CH2:48][CH2:47][CH2:46][CH2:45][N:44]([CH2:49][CH2:50][C:51]([O:53][CH3:54])=[O:52])[C:43]1=[O:55])=[O:10])[C:15]([NH:17][C@H:18]1[CH2:24][CH2:23][S:22][C@H:21]2[CH2:25][CH2:26][CH2:27][C@@H:28]([C:29]([O:31][CH3:32])=[O:30])[N:20]2[C:19]1=[O:33])=[O:16])[C:35]1[CH:40]=[CH:39][CH:38]=[CH:37][CH:36]=1. (9) Given the reactants [F:1][C:2]([F:14])([F:13])[C:3]1[CH:8]=[CH:7][CH:6]=[C:5]([C:9]([F:12])([F:11])[F:10])[CH:4]=1.C(O)(=O)C.S(=O)(=O)(O)O.[Br:24]N1C(C)(C)C(=O)N(Br)C1=O, predict the reaction product. The product is: [F:1][C:2]([F:13])([F:14])[C:3]1[CH:8]=[C:7]([Br:24])[CH:6]=[C:5]([C:9]([F:10])([F:11])[F:12])[CH:4]=1. (10) Given the reactants [C:1]([OH:4])(=[O:3])[CH3:2].[CH:5]1([CH2:8][O:9][C:10]2[CH:11]=C([CH:15]=[CH:16][C:17]=2[O:18][CH:19]([F:21])[F:20])C=O)[CH2:7][CH2:6]1.S(=O)(=O)(O)N.Cl([O-])=O.[Na+], predict the reaction product. The product is: [CH:5]1([CH2:8][O:9][C:10]2[CH:11]=[C:2]([CH:15]=[CH:16][C:17]=2[O:18][CH:19]([F:20])[F:21])[C:1]([OH:4])=[O:3])[CH2:6][CH2:7]1.